Dataset: NCI-60 drug combinations with 297,098 pairs across 59 cell lines. Task: Regression. Given two drug SMILES strings and cell line genomic features, predict the synergy score measuring deviation from expected non-interaction effect. (1) Cell line: A498. Synergy scores: CSS=8.93, Synergy_ZIP=-2.22, Synergy_Bliss=1.68, Synergy_Loewe=1.90, Synergy_HSA=1.94. Drug 1: CC1=CC2C(CCC3(C2CCC3(C(=O)C)OC(=O)C)C)C4(C1=CC(=O)CC4)C. Drug 2: CCCS(=O)(=O)NC1=C(C(=C(C=C1)F)C(=O)C2=CNC3=C2C=C(C=N3)C4=CC=C(C=C4)Cl)F. (2) Drug 1: CC=C1C(=O)NC(C(=O)OC2CC(=O)NC(C(=O)NC(CSSCCC=C2)C(=O)N1)C(C)C)C(C)C. Drug 2: CC(C)NC(=O)C1=CC=C(C=C1)CNNC.Cl. Cell line: RPMI-8226. Synergy scores: CSS=67.6, Synergy_ZIP=-1.81, Synergy_Bliss=-4.47, Synergy_Loewe=-59.8, Synergy_HSA=-6.59. (3) Drug 1: C1=CN(C(=O)N=C1N)C2C(C(C(O2)CO)O)O.Cl. Drug 2: COC1=NC(=NC2=C1N=CN2C3C(C(C(O3)CO)O)O)N. Cell line: CAKI-1. Synergy scores: CSS=-8.02, Synergy_ZIP=2.58, Synergy_Bliss=-2.20, Synergy_Loewe=-7.85, Synergy_HSA=-7.81. (4) Drug 1: CC(C1=C(C=CC(=C1Cl)F)Cl)OC2=C(N=CC(=C2)C3=CN(N=C3)C4CCNCC4)N. Drug 2: CCC1(CC2CC(C3=C(CCN(C2)C1)C4=CC=CC=C4N3)(C5=C(C=C6C(=C5)C78CCN9C7C(C=CC9)(C(C(C8N6C=O)(C(=O)OC)O)OC(=O)C)CC)OC)C(=O)OC)O.OS(=O)(=O)O. Cell line: SNB-75. Synergy scores: CSS=16.1, Synergy_ZIP=0.765, Synergy_Bliss=4.80, Synergy_Loewe=-1.39, Synergy_HSA=4.02. (5) Drug 1: C1=CC(=CC=C1CC(C(=O)O)N)N(CCCl)CCCl.Cl. Drug 2: CCCCCOC(=O)NC1=NC(=O)N(C=C1F)C2C(C(C(O2)C)O)O. Cell line: SR. Synergy scores: CSS=53.9, Synergy_ZIP=4.39, Synergy_Bliss=6.66, Synergy_Loewe=-13.4, Synergy_HSA=6.59.